From a dataset of Forward reaction prediction with 1.9M reactions from USPTO patents (1976-2016). Predict the product of the given reaction. Given the reactants C([N:8]1[CH2:15][CH:14]([NH:16][C:17](=[O:23])[O:18][C:19]([CH3:22])([CH3:21])[CH3:20])[C:10]2([CH2:13][CH2:12][CH2:11]2)[CH2:9]1)C1C=CC=CC=1, predict the reaction product. The product is: [CH2:13]1[C:10]2([CH:14]([NH:16][C:17](=[O:23])[O:18][C:19]([CH3:21])([CH3:20])[CH3:22])[CH2:15][NH:8][CH2:9]2)[CH2:11][CH2:12]1.